Dataset: Forward reaction prediction with 1.9M reactions from USPTO patents (1976-2016). Task: Predict the product of the given reaction. Given the reactants [CH:1]([C:3]1[O:7][N:6]=[C:5]([C:8]([O:10][CH2:11][CH3:12])=[O:9])[C:4]=1[CH3:13])=[O:2].[CH3:14][C:15]([CH3:21])([CH3:20])[CH:16](O)[CH2:17][OH:18], predict the reaction product. The product is: [C:15]([CH:16]1[CH2:17][O:18][CH:1]([C:3]2[O:7][N:6]=[C:5]([C:8]([O:10][CH2:11][CH3:12])=[O:9])[C:4]=2[CH3:13])[O:2]1)([CH3:21])([CH3:20])[CH3:14].